This data is from Full USPTO retrosynthesis dataset with 1.9M reactions from patents (1976-2016). The task is: Predict the reactants needed to synthesize the given product. (1) Given the product [Br:1][C:2]1[C:3]([N:31]2[CH2:32][CH2:33][N:34]([CH2:37][C:38]3[N:42]([CH3:43])[CH:41]=[N:40][CH:39]=3)[CH2:35][CH2:36]2)=[C:4]2[N:10]=[C:9]([C:11]3[CH:30]=[CH:29][C:14]([CH2:15][N:16]4[CH2:21][CH2:20][NH:19][CH2:18][CH2:17]4)=[CH:13][CH:12]=3)[NH:8][C:5]2=[N:6][CH:7]=1, predict the reactants needed to synthesize it. The reactants are: [Br:1][C:2]1[C:3]([N:31]2[CH2:36][CH2:35][N:34]([CH2:37][C:38]3[N:42]([CH3:43])[CH:41]=[N:40][CH:39]=3)[CH2:33][CH2:32]2)=[C:4]2[N:10]=[C:9]([C:11]3[CH:30]=[CH:29][C:14]([CH2:15][N:16]4[CH2:21][CH2:20][N:19](C(OC(C)(C)C)=O)[CH2:18][CH2:17]4)=[CH:13][CH:12]=3)[NH:8][C:5]2=[N:6][CH:7]=1.C(O)(C(F)(F)F)=O. (2) Given the product [CH3:9][O:8][C:6]1[CH:7]=[C:2]2[NH:1][C:11]([C:12]3[CH:17]=[CH:16][N:15]=[C:14]([NH:18][C:19](=[O:21])[CH3:20])[CH:13]=3)=[CH:10][C:3]2=[N:4][CH:5]=1, predict the reactants needed to synthesize it. The reactants are: [NH2:1][C:2]1[C:3]([C:10]#[C:11][C:12]2[CH:17]=[CH:16][N:15]=[C:14]([NH:18][C:19](=[O:21])[CH3:20])[CH:13]=2)=[N:4][CH:5]=[C:6]([O:8][CH3:9])[CH:7]=1.CC(C)([O-])C.[K+]. (3) Given the product [CH3:31][N:30]([CH3:32])[C:29]([C:26]1[CH:27]=[CH:28][C:23]([NH:22][C:21]([C@H:9]2[CH2:10][C@@H:11]([OH:13])[CH2:12][NH:8]2)=[O:35])=[C:24]([F:34])[CH:25]=1)=[O:33], predict the reactants needed to synthesize it. The reactants are: C(OC([N:8]1[CH2:12][C@H:11]([O:13][Si](C(C)(C)C)(C)C)[CH2:10][C@@H:9]1[C:21](=[O:35])[NH:22][C:23]1[CH:28]=[CH:27][C:26]([C:29](=[O:33])[N:30]([CH3:32])[CH3:31])=[CH:25][C:24]=1[F:34])=O)(C)(C)C.C(O)(C(F)(F)F)=O. (4) Given the product [Br:14][C:15]1[CH:20]=[CH:19][CH:18]=[CH:17][C:16]=1[NH:21][C:22]([NH:6][CH2:5][CH2:4][N:3]([CH2:1][CH3:2])[C:7]1[CH:12]=[CH:11][CH:10]=[C:9]([CH3:13])[CH:8]=1)=[O:23], predict the reactants needed to synthesize it. The reactants are: [CH2:1]([N:3]([C:7]1[CH:12]=[CH:11][CH:10]=[C:9]([CH3:13])[CH:8]=1)[CH2:4][CH2:5][NH2:6])[CH3:2].[Br:14][C:15]1[CH:20]=[CH:19][CH:18]=[CH:17][C:16]=1[N:21]=[C:22]=[O:23]. (5) Given the product [CH2:12]([NH:19][C:20]([C:22]1[S:26][C:25]([NH:27][C:5](=[O:6])[C:4]2[CH:3]=[C:2]([F:1])[CH:10]=[C:9]([F:11])[CH:8]=2)=[N:24][C:23]=1[CH3:28])=[O:21])[C:13]1[CH:18]=[CH:17][CH:16]=[CH:15][CH:14]=1, predict the reactants needed to synthesize it. The reactants are: [F:1][C:2]1[CH:3]=[C:4]([CH:8]=[C:9]([F:11])[CH:10]=1)[C:5](Cl)=[O:6].[CH2:12]([NH:19][C:20]([C:22]1[S:26][C:25]([NH2:27])=[N:24][C:23]=1[CH3:28])=[O:21])[C:13]1[CH:18]=[CH:17][CH:16]=[CH:15][CH:14]=1. (6) Given the product [CH3:18][NH:17][C:16](=[O:19])[C@H:8]([NH:7][CH3:6])[CH2:9][C:10]1[CH:15]=[CH:14][CH:13]=[CH:12][CH:11]=1, predict the reactants needed to synthesize it. The reactants are: C(O[C:6](=O)[N:7](C)[C@@H:8]([C:16](=[O:19])[NH:17][CH3:18])[CH2:9][C:10]1[CH:15]=[CH:14][CH:13]=[CH:12][CH:11]=1)(C)(C)C. (7) Given the product [CH3:14][O:15][C:16](=[O:25])[C:17]1[CH:22]=[CH:21][C:20]([CH2:23][N:4]2[CH:5]=[C:6]([C:7]#[N:8])[C:2]([NH2:1])=[N:3]2)=[CH:19][CH:18]=1, predict the reactants needed to synthesize it. The reactants are: [NH2:1][C:2]1[C:6]([C:7]#[N:8])=[CH:5][NH:4][N:3]=1.CN(C=O)C.[CH3:14][O:15][C:16](=[O:25])[C:17]1[CH:22]=[CH:21][C:20]([CH2:23]Br)=[CH:19][CH:18]=1. (8) The reactants are: Cl[C:2]1[C:11]2[N:12]=[CH:13][N:14]([CH2:15][CH:16]([CH3:19])[CH2:17][OH:18])[C:10]=2[C:9]2[CH:8]=[CH:7][CH:6]=[CH:5][C:4]=2[N:3]=1.[OH-].[K+].[NH3:22]. Given the product [NH2:22][C:2]1[C:11]2[N:12]=[CH:13][N:14]([CH2:15][CH:16]([CH3:19])[CH2:17][OH:18])[C:10]=2[C:9]2[CH:8]=[CH:7][CH:6]=[CH:5][C:4]=2[N:3]=1, predict the reactants needed to synthesize it. (9) Given the product [Br:8][C:5]1[CH:6]=[CH:7][C:2]([NH:15][C:16]2[C:21]([C:31]3[CH:36]=[CH:35][CH:34]=[CH:33][CH:32]=3)=[CH:20][CH:19]=[CH:18][N:17]=2)=[CH:3][CH:4]=1, predict the reactants needed to synthesize it. The reactants are: Br[C:2]1[CH:7]=[CH:6][C:5]([Br:8])=[CH:4][CH:3]=1.C1([NH:15][C:16]2[CH:21]=[CH:20][CH:19]=[CH:18][N:17]=2)C=CC=CC=1.CC([O-])(C)C.[Na+].C(Cl)Cl.[C:31]1(C)[CH:36]=[CH:35][CH:34]=[CH:33][CH:32]=1.